This data is from TCR-epitope binding with 47,182 pairs between 192 epitopes and 23,139 TCRs. The task is: Binary Classification. Given a T-cell receptor sequence (or CDR3 region) and an epitope sequence, predict whether binding occurs between them. (1) The epitope is FIAGLIAIV. The TCR CDR3 sequence is CASSQDVGTVPYNEQFF. Result: 0 (the TCR does not bind to the epitope). (2) The epitope is RIFTIGTVTLK. The TCR CDR3 sequence is CASSLLQAQRETTDTQYF. Result: 0 (the TCR does not bind to the epitope). (3) The epitope is FVDGVPFVV. The TCR CDR3 sequence is CASSYVSHGTQYF. Result: 1 (the TCR binds to the epitope). (4) The epitope is RQLLFVVEV. The TCR CDR3 sequence is CASSLGANEKLFF. Result: 1 (the TCR binds to the epitope). (5) The epitope is RILGAGCFV. The TCR CDR3 sequence is CASSVLYLNEQFF. Result: 0 (the TCR does not bind to the epitope). (6) Result: 1 (the TCR binds to the epitope). The TCR CDR3 sequence is CASSIRAAEPQHF. The epitope is GILGFVFTL. (7) The epitope is KLPDDFTGCV. The TCR CDR3 sequence is CASSQGISGVNEKLFF. Result: 1 (the TCR binds to the epitope). (8) The epitope is YLNTLTLAV. The TCR CDR3 sequence is CASSPQLAGEWDTGELFF. Result: 1 (the TCR binds to the epitope). (9) The epitope is RQLLFVVEV. The TCR CDR3 sequence is CASSLALGYGIGNEQFF. Result: 0 (the TCR does not bind to the epitope). (10) The epitope is VTIAEILLI. The TCR CDR3 sequence is CSVVVGQGALTGYTF. Result: 1 (the TCR binds to the epitope).